This data is from Peptide-MHC class I binding affinity with 185,985 pairs from IEDB/IMGT. The task is: Regression. Given a peptide amino acid sequence and an MHC pseudo amino acid sequence, predict their binding affinity value. This is MHC class I binding data. (1) The peptide sequence is ELEKSKRAL. The MHC is HLA-A02:02 with pseudo-sequence HLA-A02:02. The binding affinity (normalized) is 0.0859. (2) The peptide sequence is GANFPGLAK. The MHC is HLA-A31:01 with pseudo-sequence HLA-A31:01. The binding affinity (normalized) is 0.436. (3) The binding affinity (normalized) is 0.0847. The MHC is HLA-B07:02 with pseudo-sequence HLA-B07:02. The peptide sequence is RRYDKLMSF. (4) The peptide sequence is SVKERGPAY. The MHC is HLA-B27:05 with pseudo-sequence HLA-B27:05. The binding affinity (normalized) is 0.0847. (5) The peptide sequence is FPFLYKFLL. The MHC is HLA-B15:03 with pseudo-sequence HLA-B15:03. The binding affinity (normalized) is 0.134.